Predict the product of the given reaction. From a dataset of Forward reaction prediction with 1.9M reactions from USPTO patents (1976-2016). (1) Given the reactants [Br:1][C:2]1[CH:7]=[C:6]([CH:8]([OH:10])[CH3:9])[C:5]([F:11])=[CH:4][N:3]=1, predict the reaction product. The product is: [Br:1][C:2]1[CH:7]=[C:6]([C:8](=[O:10])[CH3:9])[C:5]([F:11])=[CH:4][N:3]=1. (2) Given the reactants C1C=CC(P(C2C=CC3C(=CC=CC=3)C=2C2C3C(=CC=CC=3)C=CC=2P(C2C=CC=CC=2)C2C=CC=CC=2)C2C=CC=CC=2)=CC=1.[F:47][C:48]1[CH:49]=[C:50](B(O)O)[CH:51]=[CH:52][C:53]=1[F:54].CO.[CH2:60]([N:67]1[CH2:71][CH:70]=[C:69]([C:72](=[O:74])[CH3:73])[CH2:68]1)[C:61]1[CH:66]=[CH:65][CH:64]=[CH:63][CH:62]=1, predict the reaction product. The product is: [CH2:60]([N:67]1[CH2:71][C@H:70]([C:50]2[CH:51]=[CH:52][C:53]([F:54])=[C:48]([F:47])[CH:49]=2)[C@@H:69]([C:72](=[O:74])[CH3:73])[CH2:68]1)[C:61]1[CH:66]=[CH:65][CH:64]=[CH:63][CH:62]=1. (3) Given the reactants [NH2:1][C:2]1[CH:7]=[CH:6][C:5]([N:8]2[CH2:13][CH2:12][N:11]([CH:14](O)[CH3:15])[CH2:10][CH2:9]2)=[C:4]([F:17])[C:3]=1[F:18].Cl[C:20]1[N:29]=[CH:28][C:27]2[C:22](=[C:23]([C:30]3[CH:31]=[C:32]([NH:36][C:37](=[O:40])[CH:38]=[CH2:39])[CH:33]=[CH:34][CH:35]=3)[CH:24]=[CH:25][CH:26]=2)[N:21]=1.C(O)(C(F)(F)F)=[O:42], predict the reaction product. The product is: [F:18][C:3]1[C:4]([F:17])=[C:5]([N:8]2[CH2:13][CH2:12][N:11]([CH2:14][CH2:15][OH:42])[CH2:10][CH2:9]2)[CH:6]=[CH:7][C:2]=1[NH:1][C:20]1[N:29]=[CH:28][C:27]2[C:22](=[C:23]([C:30]3[CH:31]=[C:32]([NH:36][C:37](=[O:40])[CH:38]=[CH2:39])[CH:33]=[CH:34][CH:35]=3)[CH:24]=[CH:25][CH:26]=2)[N:21]=1. (4) Given the reactants [NH2:1][C:2]1C=CC=CN=1.C([N:10]([CH2:13][CH3:14])[CH2:11][CH3:12])C.[F:15][C:16]1[CH:17]=[N:18][C:19]([O:25][C:26]2[CH:31]=[CH:30][CH:29]=[C:28]([S:32][CH3:33])[CH:27]=2)=[C:20]([CH:24]=1)[C:21](O)=[O:22].Cl.CN(C)CCCN=C=NCC.ON1C2C=CC=CC=2N=N1, predict the reaction product. The product is: [F:15][C:16]1[CH:17]=[N:18][C:19]([O:25][C:26]2[CH:31]=[CH:30][CH:29]=[C:28]([S:32][CH3:33])[CH:27]=2)=[C:20]([CH:24]=1)[C:21]([NH:1][C:2]1[CH:12]=[CH:11][N:10]=[CH:13][CH:14]=1)=[O:22]. (5) Given the reactants Br[C:2]1[N:3]=[C:4]([C@H:14]2[CH2:18][C@@H:17]([OH:19])[CH2:16][N:15]2[C:20](=[O:22])[CH3:21])[N:5]2[C:10]3[CH:11]=[CH:12][NH:13][C:9]=3[N:8]=[CH:7][C:6]=12.CC1(C)C(C)(C)OB([C:31]2[CH:42]=[CH:41][C:34]([CH2:35][N:36]3[N:40]=[CH:39][CH:38]=[N:37]3)=[CH:33][CH:32]=2)O1.C([O-])([O-])=O.[Cs+].[Cs+], predict the reaction product. The product is: [N:37]1[N:36]([CH2:35][C:34]2[CH:33]=[CH:32][C:31]([C:2]3[N:3]=[C:4]([C@H:14]4[CH2:18][C@@H:17]([OH:19])[CH2:16][N:15]4[C:20](=[O:22])[CH3:21])[N:5]4[C:10]5[CH:11]=[CH:12][NH:13][C:9]=5[N:8]=[CH:7][C:6]=34)=[CH:42][CH:41]=2)[N:40]=[CH:39][CH:38]=1.